This data is from Full USPTO retrosynthesis dataset with 1.9M reactions from patents (1976-2016). The task is: Predict the reactants needed to synthesize the given product. (1) The reactants are: [O:1]([CH2:8][C@@H:9]([OH:38])[CH2:10][N:11]([CH:19]([CH3:37])[CH2:20][C:21]([C:30]1[CH:35]=[CH:34][C:33]([NH2:36])=[CH:32][CH:31]=1)([C:23]1[CH:28]=[CH:27][C:26]([NH2:29])=[CH:25][CH:24]=1)[OH:22])[CH2:12][C:13]1[CH:18]=[CH:17][CH:16]=[CH:15][CH:14]=1)[C:2]1[CH:7]=[CH:6][CH:5]=[CH:4][CH:3]=1.N1C=CC=CC=1.[C:45](Cl)(=[O:48])[O:46][CH3:47]. Given the product [O:1]([CH2:8][C@@H:9]([OH:38])[CH2:10][N:11]([CH:19]([CH3:37])[CH2:20][C:21]([C:23]1[CH:24]=[CH:25][C:26]([NH:29][C:45]([O:46][CH3:47])=[O:48])=[CH:27][CH:28]=1)([C:30]1[CH:35]=[CH:34][C:33]([NH:36][C:45]([O:46][CH3:47])=[O:48])=[CH:32][CH:31]=1)[OH:22])[CH2:12][C:13]1[CH:18]=[CH:17][CH:16]=[CH:15][CH:14]=1)[C:2]1[CH:3]=[CH:4][CH:5]=[CH:6][CH:7]=1, predict the reactants needed to synthesize it. (2) Given the product [CH:11]([N:1]1[C:9]2[C:4](=[CH:5][CH:6]=[CH:7][CH:8]=2)[CH:3]=[CH:2]1)([CH2:13][CH3:14])[CH3:12], predict the reactants needed to synthesize it. The reactants are: [NH:1]1[C:9]2[C:4](=[CH:5][CH:6]=[CH:7][CH:8]=2)[CH:3]=[CH:2]1.Br[CH:11]([CH2:13][CH3:14])[CH3:12]. (3) Given the product [Br:51][CH2:27][C:21]1[CH:20]=[C:19]([O:29][CH3:30])[C:13]2[N:14]([CH2:15][CH2:16][O:17][CH3:18])[C:10]([C:7]3[CH:8]=[CH:9][C:4]([CH:1]([CH3:3])[CH3:2])=[CH:5][CH:6]=3)=[N:11][C:12]=2[C:22]=1[C:23]([F:24])([F:26])[F:25], predict the reactants needed to synthesize it. The reactants are: [CH:1]([C:4]1[CH:9]=[CH:8][C:7]([C:10]2[N:14]([CH2:15][CH2:16][O:17][CH3:18])[C:13]3[C:19]([O:29][CH3:30])=[CH:20][C:21]([CH2:27]O)=[C:22]([C:23]([F:26])([F:25])[F:24])[C:12]=3[N:11]=2)=[CH:6][CH:5]=1)([CH3:3])[CH3:2].C1(P(C2C=CC=CC=2)C2C=CC=CC=2)C=CC=CC=1.C(Br)(Br)(Br)[Br:51]. (4) Given the product [Cl:1][C:2]1[CH:3]=[CH:4][C:5]([C:8]2[N:12]=[C:11]([CH2:13][CH2:14][NH:15][C:26](=[O:27])[C:25]3[CH:29]=[CH:30][CH:31]=[C:23]([C:20]4[N:19]=[C:18]([C:17]([F:33])([F:32])[F:16])[O:22][N:21]=4)[CH:24]=3)[NH:10][N:9]=2)=[CH:6][CH:7]=1, predict the reactants needed to synthesize it. The reactants are: [Cl:1][C:2]1[CH:7]=[CH:6][C:5]([C:8]2[N:12]=[C:11]([CH2:13][CH2:14][NH2:15])[NH:10][N:9]=2)=[CH:4][CH:3]=1.[F:16][C:17]([F:33])([F:32])[C:18]1[O:22][N:21]=[C:20]([C:23]2[CH:24]=[C:25]([CH:29]=[CH:30][CH:31]=2)[C:26](O)=[O:27])[N:19]=1. (5) Given the product [CH3:6][O:7][C:8]([C:10]1([CH2:24][O:25][S:2]([CH3:1])(=[O:4])=[O:3])[CH2:14][C:13](=[O:15])[N:12]([C:16]2[C:21]([CH3:22])=[CH:20][CH:19]=[CH:18][C:17]=2[CH3:23])[CH2:11]1)=[O:9], predict the reactants needed to synthesize it. The reactants are: [CH3:1][S:2](Cl)(=[O:4])=[O:3].[CH3:6][O:7][C:8]([C:10]1([CH2:24][OH:25])[CH2:14][C:13](=[O:15])[N:12]([C:16]2[C:21]([CH3:22])=[CH:20][CH:19]=[CH:18][C:17]=2[CH3:23])[CH2:11]1)=[O:9].CCN(CC)CC.O. (6) Given the product [C:18]([O:22][C:23]([N:9]1[CH2:8][CH2:7][NH:6][CH:5]([CH2:3][CH3:4])[CH2:10]1)=[O:24])([CH3:21])([CH3:20])[CH3:19], predict the reactants needed to synthesize it. The reactants are: Cl.Cl.[CH2:3]([CH:5]1[CH2:10][NH:9][CH2:8][CH2:7][NH:6]1)[CH3:4].C(N(CC)CC)C.[C:18]([O:22][C:23](O[C:23]([O:22][C:18]([CH3:21])([CH3:20])[CH3:19])=[O:24])=[O:24])([CH3:21])([CH3:20])[CH3:19]. (7) Given the product [C:1]([O:5][C:6]([N:8]([C@@H:19]1[CH2:28][C:27]2[CH:26]=[C:25]([C:29]3[CH:30]=[CH:31][C:32]([C:33]([OH:35])=[O:34])=[CH:36][CH:37]=3)[CH:24]=[CH:23][C:22]=2[CH2:21][CH2:20]1)[CH2:9][C@H:10]([OH:18])[C:11]1[CH:12]=[N:13][CH:14]=[CH:15][CH:16]=1)=[O:7])([CH3:4])([CH3:2])[CH3:3], predict the reactants needed to synthesize it. The reactants are: [C:1]([O:5][C:6]([N:8]([C@@H:19]1[CH2:28][C:27]2[CH:26]=[C:25]([C:29]3[CH:37]=[CH:36][C:32]([C:33]([OH:35])=[O:34])=[CH:31][CH:30]=3)[CH:24]=[CH:23][C:22]=2[CH2:21][CH2:20]1)[CH2:9][C@H:10]([OH:18])[C:11]1[CH:12]=[N:13][C:14](Cl)=[CH:15][CH:16]=1)=[O:7])([CH3:4])([CH3:3])[CH3:2].C([O-])=O.[NH4+]. (8) Given the product [N:12]1([CH2:11][CH2:10][CH2:9][O:8][C:7]2[CH:6]=[CH:5][C:4]([NH2:1])=[CH:19][CH:18]=2)[CH2:13][CH2:14][CH2:15][CH2:16][CH2:17]1, predict the reactants needed to synthesize it. The reactants are: [N+:1]([C:4]1[CH:19]=[CH:18][C:7]([O:8][CH2:9][CH2:10][CH2:11][N:12]2[CH2:17][CH2:16][CH2:15][CH2:14][CH2:13]2)=[CH:6][CH:5]=1)([O-])=O.[H][H]. (9) Given the product [Cl:1][C:2]1[CH:3]=[C:4]2[C:8](=[CH:9][CH:10]=1)[NH:7][C:6]([C:11]([N:13]1[CH2:14][CH2:15][N:16]([CH2:20][CH2:21][OH:22])[CH2:17][CH2:18]1)=[O:12])=[CH:5]2, predict the reactants needed to synthesize it. The reactants are: [Cl:1][C:2]1[CH:3]=[C:4]2[C:8](=[CH:9][CH:10]=1)[NH:7][C:6]([C:11]([N:13]1[CH2:18][CH2:17][NH:16][CH2:15][CH2:14]1)=[O:12])=[CH:5]2.Br[CH2:20][CH2:21][OH:22].C([O-])([O-])=O.[K+].[K+].